From a dataset of Reaction yield outcomes from USPTO patents with 853,638 reactions. Predict the reaction yield, written as a fraction of the theoretical maximum amount of product (1.0 means a 100% yield; for example, 0.34 means a 34% yield). The reactants are Br[C:2]1[CH:10]=[CH:9][C:8]2[N:7]([CH2:11][CH3:12])[C:6]3[CH2:13][CH:14]4[NH:18][CH:17]([C:5]=3[C:4]=2[C:3]=1[C:19]([O:21][C:22]([CH3:25])([CH3:24])[CH3:23])=[O:20])[CH2:16][CH2:15]4.[C:26]1([S:32]([O-:34])=[O:33])[CH:31]=[CH:30][CH:29]=[CH:28][CH:27]=1.[Na+]. No catalyst specified. The product is [C:26]1([S:32]([C:2]2[CH:10]=[CH:9][C:8]3[N:7]([CH2:11][CH3:12])[C:6]4[CH2:13][CH:14]5[NH:18][CH:17]([C:5]=4[C:4]=3[C:3]=2[C:19]([O:21][C:22]([CH3:25])([CH3:24])[CH3:23])=[O:20])[CH2:16][CH2:15]5)(=[O:34])=[O:33])[CH:31]=[CH:30][CH:29]=[CH:28][CH:27]=1. The yield is 0.360.